Task: Predict the product of the given reaction.. Dataset: Forward reaction prediction with 1.9M reactions from USPTO patents (1976-2016) The product is: [N+:2]([C:5]1[CH:6]=[C:7](/[CH:8]=[CH:32]/[C:25]2[C:26]3[C:31](=[CH:30][CH:29]=[CH:28][CH:27]=3)[NH:23][N:24]=2)[CH:10]=[CH:11][C:12]=1[O:13][CH2:14][CH2:15][N:16]1[CH2:21][CH2:20][CH2:19][CH2:18][CH2:17]1)([O-:4])=[O:3]. Given the reactants Cl.[N+:2]([C:5]1[CH:6]=[C:7]([CH:10]=[CH:11][C:12]=1[O:13][CH2:14][CH2:15][N:16]1[CH2:21][CH2:20][CH2:19][CH2:18][CH2:17]1)[CH:8]=O)([O-:4])=[O:3].[I-].[NH:23]1[C:31]2[C:26](=[CH:27][CH:28]=[CH:29][CH:30]=2)[C:25]([CH2:32][P+](C2C=CC=CC=2)(C2C=CC=CC=2)C2C=CC=CC=2)=[N:24]1.C(=O)([O-])[O-].[K+].[K+], predict the reaction product.